Dataset: Forward reaction prediction with 1.9M reactions from USPTO patents (1976-2016). Task: Predict the product of the given reaction. (1) Given the reactants [NH2:1][CH2:2][CH2:3][CH2:4][CH2:5][CH2:6][C:7]([OH:9])=[O:8].[OH-].[K+].[Br:12][CH2:13][C:14](Br)=[O:15].C(=O)([O-])[O-].[K+].[K+].Cl, predict the reaction product. The product is: [Br:12][CH2:13][C:14]([NH:1][CH2:2][CH2:3][CH2:4][CH2:5][CH2:6][C:7]([OH:9])=[O:8])=[O:15]. (2) The product is: [CH:39]1([C:42]([N:18]([C:19]2[CH:24]=[CH:23][CH:22]=[C:21]([N:25]3[CH:29]=[CH:28][CH:27]=[N:26]3)[CH:20]=2)[CH2:17][CH2:16][N:3]2[CH:4]=[CH:5][C:6]3[C:11](=[CH:10][C:9]([C:12]([O:14][CH3:15])=[O:13])=[CH:8][CH:7]=3)[C:2]2=[O:1])=[O:43])[CH2:41][CH2:40]1. Given the reactants [O:1]=[C:2]1[C:11]2[C:6](=[CH:7][CH:8]=[C:9]([C:12]([O:14][CH3:15])=[O:13])[CH:10]=2)[CH:5]=[CH:4][N:3]1[CH2:16][CH2:17][NH:18][C:19]1[CH:24]=[CH:23][CH:22]=[C:21]([N:25]2[CH:29]=[CH:28][CH:27]=[N:26]2)[CH:20]=1.C(N(CC)C(C)C)(C)C.[CH:39]1([C:42](Cl)=[O:43])[CH2:41][CH2:40]1, predict the reaction product.